Predict the product of the given reaction. From a dataset of Forward reaction prediction with 1.9M reactions from USPTO patents (1976-2016). (1) The product is: [OH:4][CH2:5][C:7]1[NH:8][C:9]2[C:18]([C:19](=[O:21])[CH:20]=1)=[CH:17][C:16]([O:22][CH3:23])=[C:15]1[C:10]=2[N:11]=[CH:12][CH:13]=[CH:14]1. Given the reactants [BH4-].[Na+].C[O:4][C:5]([C:7]1[NH:8][C:9]2[C:18]([C:19](=[O:21])[CH:20]=1)=[CH:17][C:16]([O:22][CH3:23])=[C:15]1[C:10]=2[N:11]=[CH:12][CH:13]=[CH:14]1)=O, predict the reaction product. (2) Given the reactants [CH2:1]([O:8][CH2:9][CH2:10][OH:11])[C:2]1[CH:7]=[CH:6][CH:5]=[CH:4][CH:3]=1.[Br:12][CH2:13][CH2:14][CH2:15][CH2:16][CH2:17]Br.[OH-].[Na+], predict the reaction product. The product is: [Br:12][CH2:13][CH2:14][CH2:15][CH2:16][CH2:17][O:11][CH2:10][CH2:9][O:8][CH2:1][C:2]1[CH:7]=[CH:6][CH:5]=[CH:4][CH:3]=1. (3) Given the reactants [CH3:1][C@H:2]1[CH2:7][NH:6][CH2:5][C@@H:4]([CH3:8])[N:3]1[C:9]([O:11][C:12]([CH3:15])([CH3:14])[CH3:13])=[O:10].C([O-])([O-])=O.[K+].[K+].Cl[CH2:23][C:24]#[N:25].CCOC(C)=O, predict the reaction product. The product is: [C:24]([CH2:23][N:6]1[CH2:7][C@@H:2]([CH3:1])[N:3]([C:9]([O:11][C:12]([CH3:13])([CH3:15])[CH3:14])=[O:10])[C@@H:4]([CH3:8])[CH2:5]1)#[N:25].